This data is from Reaction yield outcomes from USPTO patents with 853,638 reactions. The task is: Predict the reaction yield, written as a fraction of the theoretical maximum amount of product (1.0 means a 100% yield; for example, 0.34 means a 34% yield). (1) The reactants are [C:1]([O:4][CH2:5][C:6]1[C:7]([N:21]2[CH2:32][CH2:31][N:30]3[C:23](=[CH:24][C:25]4[CH2:26][C:27]([CH3:34])([CH3:33])[CH2:28][C:29]=43)[C:22]2=[O:35])=[N:8][CH:9]=[CH:10][C:11]=1B1OC(C)(C)C(C)(C)O1)(=[O:3])[CH3:2].Br[C:37]1[CH:38]=[C:39]([NH:45][C:46]2[CH:58]=[C:49]3[CH2:50][N:51]([CH2:54][CH2:55][O:56][CH3:57])[CH2:52][CH2:53][N:48]3[N:47]=2)[C:40](=[O:44])[N:41]([CH3:43])[CH:42]=1.[O-]P([O-])([O-])=O.[K+].[K+].[K+].C([O-])(=O)C.[Na+]. The catalyst is C1C=CC(P(C2C=CC=CC=2)[C-]2C=CC=C2)=CC=1.C1C=CC(P(C2C=CC=CC=2)[C-]2C=CC=C2)=CC=1.Cl[Pd]Cl.[Fe+2].O.C(#N)C. The product is [C:1]([O:4][CH2:5][C:6]1[C:7]([N:21]2[CH2:32][CH2:31][N:30]3[C:23](=[CH:24][C:25]4[CH2:26][C:27]([CH3:34])([CH3:33])[CH2:28][C:29]=43)[C:22]2=[O:35])=[N:8][CH:9]=[CH:10][C:11]=1[C:37]1[CH:38]=[C:39]([NH:45][C:46]2[CH:58]=[C:49]3[CH2:50][N:51]([CH2:54][CH2:55][O:56][CH3:57])[CH2:52][CH2:53][N:48]3[N:47]=2)[C:40](=[O:44])[N:41]([CH3:43])[CH:42]=1)(=[O:3])[CH3:2]. The yield is 0.500. (2) The reactants are [CH2:1]([C:3]1[N:8]=[C:7]([C:9]2[N:14]=[CH:13][C:12]3[CH:15]=[N:16][N:17]([C:18]4[N:23]=[C:22]([N:24]5[CH2:29][CH2:28][CH2:27][C@H:26]([NH:30]C(=O)OC(C)(C)C)[CH2:25]5)[CH:21]=[CH:20][CH:19]=4)[C:11]=3[CH:10]=2)[CH:6]=[N:5][CH:4]=1)[CH3:2].O1CCOCC1. The catalyst is Cl. The product is [CH2:1]([C:3]1[N:8]=[C:7]([C:9]2[N:14]=[CH:13][C:12]3[CH:15]=[N:16][N:17]([C:18]4[N:23]=[C:22]([N:24]5[CH2:29][CH2:28][CH2:27][C@H:26]([NH2:30])[CH2:25]5)[CH:21]=[CH:20][CH:19]=4)[C:11]=3[CH:10]=2)[CH:6]=[N:5][CH:4]=1)[CH3:2]. The yield is 0.500.